Dataset: M1 muscarinic receptor antagonist screen with 61,756 compounds. Task: Binary Classification. Given a drug SMILES string, predict its activity (active/inactive) in a high-throughput screening assay against a specified biological target. (1) The compound is O(CC(=O)c1c(O)cc(O)cc1)c1ccc(cc1)C(OC)=O. The result is 0 (inactive). (2) The compound is s1c2c(CCN(C2)C(=O)C)c(c1NC(=O)c1sc2c(n1)cccc2)C(OC)=O. The result is 0 (inactive). (3) The result is 0 (inactive). The molecule is s1c(C(=O)N2CCN(CC2)Cc2c(OC)c(OC)ccc2)ccc1. (4) The drug is O=C1CC(CC=2NC(=C(C(C12)c1cc(O)c(OC)cc1)C(=O)N1CCOCC1)C)(C)C. The result is 0 (inactive). (5) The molecule is Clc1cc(NC(=O)CC(OCC)=O)c(O)cc1. The result is 0 (inactive). (6) The compound is N1CCC(C2N(CCc3c2cccc3)C)CC1. The result is 0 (inactive).